From a dataset of Retrosynthesis with 50K atom-mapped reactions and 10 reaction types from USPTO. Predict the reactants needed to synthesize the given product. (1) Given the product CC(C)COc1ccccc1OCCN(C(C)C)C(C)C, predict the reactants needed to synthesize it. The reactants are: CC(C)COc1ccccc1O.CC(C)N(CCCl)C(C)C. (2) Given the product Nc1nc(-c2ccccn2)nc(Cl)c1Cc1ccccc1F, predict the reactants needed to synthesize it. The reactants are: Fc1ccccc1Cc1c(Cl)nc(-c2ccccn2)nc1Cl.[NH4+]. (3) Given the product O=C(O)COc1ccc(-c2ccc(F)c(F)c2)cc1C1CCCCC1, predict the reactants needed to synthesize it. The reactants are: CCOC(=O)COc1ccc(-c2ccc(F)c(F)c2)cc1C1CCCCC1.